This data is from Full USPTO retrosynthesis dataset with 1.9M reactions from patents (1976-2016). The task is: Predict the reactants needed to synthesize the given product. (1) Given the product [Cl:17][C:18]1[CH:19]=[CH:20][C:21]([N:24]([CH2:2][C:3]2[NH:4][C:5](=[O:16])[C:6]3[CH:11]=[N:10][N:9]([CH2:12][CH:13]([CH3:15])[CH3:14])[C:7]=3[N:8]=2)[CH2:25][CH2:26][OH:27])=[CH:22][CH:23]=1, predict the reactants needed to synthesize it. The reactants are: Cl[CH2:2][C:3]1[NH:4][C:5](=[O:16])[C:6]2[CH:11]=[N:10][N:9]([CH2:12][CH:13]([CH3:15])[CH3:14])[C:7]=2[N:8]=1.[Cl:17][C:18]1[CH:23]=[CH:22][C:21]([NH:24][CH2:25][CH2:26][OH:27])=[CH:20][CH:19]=1. (2) Given the product [F:1][C:2]([F:12])([F:11])[C:3]1[CH:8]=[CH:7][N:6]=[C:5](/[CH:9]=[N:19]/[S@@:17]([C:14]([CH3:16])([CH3:15])[CH3:13])=[O:18])[CH:4]=1, predict the reactants needed to synthesize it. The reactants are: [F:1][C:2]([F:12])([F:11])[C:3]1[CH:8]=[CH:7][N:6]=[C:5]([CH:9]=O)[CH:4]=1.[CH3:13][C:14]([S@:17]([NH2:19])=[O:18])([CH3:16])[CH3:15].